This data is from Catalyst prediction with 721,799 reactions and 888 catalyst types from USPTO. The task is: Predict which catalyst facilitates the given reaction. (1) Reactant: [C:6](O[C:6](=[O:9])[CH2:7][CH3:8])(=[O:9])[CH2:7][CH3:8].[CH2:10]([N:17]1[CH2:22][CH2:21][CH:20]([NH:23][C:24]2[CH:29]=[CH:28][C:27]([Cl:30])=[C:26]([Cl:31])[CH:25]=2)[CH2:19][CH2:18]1)[C:11]1[CH:16]=[CH:15][CH:14]=[CH:13][CH:12]=1.C1(C)C=CC=CC=1. Product: [CH2:10]([N:17]1[CH2:22][CH2:21][CH:20]([N:23]([C:24]2[CH:29]=[CH:28][C:27]([Cl:30])=[C:26]([Cl:31])[CH:25]=2)[C:6](=[O:9])[CH2:7][CH3:8])[CH2:19][CH2:18]1)[C:11]1[CH:12]=[CH:13][CH:14]=[CH:15][CH:16]=1. The catalyst class is: 74. (2) Reactant: [CH3:1][C:2]([C:10]1[CH:15]=[CH:14][C:13]([NH2:16])=[CH:12][CH:11]=1)([C:4]1[O:5][C:6]([CH3:9])=[N:7][N:8]=1)[CH3:3].[CH3:17][O:18][C:19]1[CH:20]=[C:21]([CH:25]=[CH:26][C:27]=1[O:28][CH3:29])[C:22](Cl)=[O:23].C(N(CC)CC)C. Product: [CH3:17][O:18][C:19]1[CH:20]=[C:21]([CH:25]=[CH:26][C:27]=1[O:28][CH3:29])[C:22]([NH:16][C:13]1[CH:12]=[CH:11][C:10]([C:2]([CH3:1])([C:4]2[O:5][C:6]([CH3:9])=[N:7][N:8]=2)[CH3:3])=[CH:15][CH:14]=1)=[O:23]. The catalyst class is: 2. (3) The catalyst class is: 10. Product: [Cl:41][CH2:40][CH2:39][O:29][C:24]1[CH:25]=[CH:26][CH:27]=[CH:28][C:23]=1[C:20]1([NH:19][C:15]2[C:14](=[O:30])[N:13]([C:8]3[CH:7]=[C:6]([CH:11]=[CH:10][C:9]=3[CH3:12])[C:5]([NH:4][CH:1]3[CH2:3][CH2:2]3)=[O:31])[CH:18]=[CH:17][N:16]=2)[CH2:22][CH2:21]1. Reactant: [CH:1]1([NH:4][C:5](=[O:31])[C:6]2[CH:11]=[CH:10][C:9]([CH3:12])=[C:8]([N:13]3[CH:18]=[CH:17][N:16]=[C:15]([NH:19][C:20]4([C:23]5[CH:28]=[CH:27][CH:26]=[CH:25][C:24]=5[OH:29])[CH2:22][CH2:21]4)[C:14]3=[O:30])[CH:7]=2)[CH2:3][CH2:2]1.C(=O)([O-])[O-].[K+].[K+].Br[CH2:39][CH2:40][Cl:41]. (4) Reactant: [C:1]([C:3]1[CH:4]=[CH:5][C:6]([C@@H:13]2[C:18]([C:19]#[N:20])=[C:17]([CH3:21])[N:16]([C:22]3[CH:27]=[CH:26][CH:25]=[C:24]([C:28]([F:31])([F:30])[F:29])[CH:23]=3)[C:15](=[O:32])[N:14]2[CH3:33])=[C:7]([S:9](Cl)(=[O:11])=[O:10])[CH:8]=1)#[N:2].CN.[CH2:36]([N:38](CC)CC)C. The catalyst class is: 1. Product: [C:1]([C:3]1[CH:4]=[CH:5][C:6]([C@@H:13]2[C:18]([C:19]#[N:20])=[C:17]([CH3:21])[N:16]([C:22]3[CH:27]=[CH:26][CH:25]=[C:24]([C:28]([F:31])([F:30])[F:29])[CH:23]=3)[C:15](=[O:32])[N:14]2[CH3:33])=[C:7]([S:9]([NH:38][CH3:36])(=[O:11])=[O:10])[CH:8]=1)#[N:2]. (5) Reactant: [F:1][C:2]1[CH:10]=[C:9]([F:11])[CH:8]=[CH:7][C:3]=1[C:4]([OH:6])=[O:5].[I:12]N1C(=O)CCC1=O.S([O-])([O-])(=O)=S.[Na+].[Na+]. Product: [F:1][C:2]1[CH:10]=[C:9]([F:11])[C:8]([I:12])=[CH:7][C:3]=1[C:4]([OH:6])=[O:5]. The catalyst class is: 65.